Dataset: Forward reaction prediction with 1.9M reactions from USPTO patents (1976-2016). Task: Predict the product of the given reaction. (1) Given the reactants [C:1]([C:9]1[N:13]([C:14]2[CH:19]=[C:18]([C:20]3([CH3:23])[CH2:22][CH2:21]3)[CH:17]=[C:16]([C:24]([CH3:27])([CH3:26])[CH3:25])[CH:15]=2)[CH:12]=[C:11]([C:28]([O:30]CC)=[O:29])[C:10]=1[CH3:33])(=[O:8])[C:2]1[CH:7]=[CH:6][CH:5]=[CH:4][CH:3]=1.CC([O-])(C)C.[K+].Cl, predict the reaction product. The product is: [C:1]([C:9]1[N:13]([C:14]2[CH:19]=[C:18]([C:20]3([CH3:23])[CH2:21][CH2:22]3)[CH:17]=[C:16]([C:24]([CH3:25])([CH3:26])[CH3:27])[CH:15]=2)[CH:12]=[C:11]([C:28]([OH:30])=[O:29])[C:10]=1[CH3:33])(=[O:8])[C:2]1[CH:3]=[CH:4][CH:5]=[CH:6][CH:7]=1. (2) Given the reactants [Cl:1][C:2]1[CH:7]=[CH:6][C:5]([C@:8]([N:14]2[C:22]3[C:17](=[C:18]([NH:23][S:24]([CH3:27])(=[O:26])=[O:25])[CH:19]=[CH:20][CH:21]=3)[CH:16]=[CH:15]2)([CH2:12][CH3:13])[C:9](O)=O)=[CH:4][CH:3]=1.[I-].[NH:29]=[C:30]([NH2+:37][NH2:38])[C:31]1[CH:36]=[CH:35][CH:34]=[CH:33][CH:32]=1, predict the reaction product. The product is: [Cl:1][C:2]1[CH:7]=[CH:6][C:5]([C@@:8]([N:14]2[C:22]3[C:17](=[C:18]([NH:23][S:24]([CH3:27])(=[O:26])=[O:25])[CH:19]=[CH:20][CH:21]=3)[CH:16]=[CH:15]2)([C:9]2[NH:38][N:37]=[C:30]([C:31]3[CH:36]=[CH:35][CH:34]=[CH:33][CH:32]=3)[N:29]=2)[CH2:12][CH3:13])=[CH:4][CH:3]=1. (3) Given the reactants [N:1]([C:4]1[CH:9]=[CH:8][C:7]([C:10]([F:13])([F:12])[F:11])=[CH:6][C:5]=1[F:14])=[N+:2]=[N-:3].[C:15]([C:17]1[CH:22]=[CH:21][C:20]([O:23][CH3:24])=[CH:19][CH:18]=1)#[CH:16], predict the reaction product. The product is: [F:14][C:5]1[CH:6]=[C:7]([C:10]([F:12])([F:13])[F:11])[CH:8]=[CH:9][C:4]=1[N:1]1[CH:16]=[C:15]([C:17]2[CH:22]=[CH:21][C:20]([O:23][CH3:24])=[CH:19][CH:18]=2)[N:3]=[N:2]1. (4) Given the reactants [Al+3].[Cl-].[Cl-].[Cl-].SCC.[CH2:8]([C:10]1[O:11][C:12]2[CH:27]=[CH:26][C:25]([O:28]C)=[CH:24][C:13]=2[C:14]=1[C:15]([C:17]1[CH:22]=[CH:21][C:20]([OH:23])=[CH:19][CH:18]=1)=[O:16])[CH3:9], predict the reaction product. The product is: [CH2:8]([C:10]1[O:11][C:12]2[CH:27]=[CH:26][C:25]([OH:28])=[CH:24][C:13]=2[C:14]=1[C:15]([C:17]1[CH:18]=[CH:19][C:20]([OH:23])=[CH:21][CH:22]=1)=[O:16])[CH3:9]. (5) Given the reactants CC(OC(/N=N/C(OC(C)C)=O)=O)C.[F:15][C:16]([F:40])([F:39])[C:17]1[N:21]2[N:22]=[C:23]([N:26]3[CH2:31][CH2:30][N:29]([C:32]4[CH:37]=[CH:36][C:35]([OH:38])=[CH:34][CH:33]=4)[CH2:28][CH2:27]3)[CH:24]=[CH:25][C:20]2=[N:19][N:18]=1.O[CH2:42][CH2:43][CH2:44][N:45]1[CH2:50][CH2:49][N:48]([C:51]([O:53][C:54]([CH3:57])([CH3:56])[CH3:55])=[O:52])[CH2:47][CH2:46]1.C1(P(C2C=CC=CC=2)C2C=CC=CC=2)C=CC=CC=1, predict the reaction product. The product is: [F:40][C:16]([F:15])([F:39])[C:17]1[N:21]2[N:22]=[C:23]([N:26]3[CH2:27][CH2:28][N:29]([C:32]4[CH:37]=[CH:36][C:35]([O:38][CH2:42][CH2:43][CH2:44][N:45]5[CH2:50][CH2:49][N:48]([C:51]([O:53][C:54]([CH3:55])([CH3:57])[CH3:56])=[O:52])[CH2:47][CH2:46]5)=[CH:34][CH:33]=4)[CH2:30][CH2:31]3)[CH:24]=[CH:25][C:20]2=[N:19][N:18]=1. (6) Given the reactants [C:1]([C:3]1[C:8]([C:9]2[N:13]([S:14]([C:17]3[CH:22]=[CH:21][CH:20]=[CH:19][C:18]=3[CH3:23])(=[O:16])=[O:15])[CH:12]=[C:11]([CH2:24][N:25](C)[C:26](=O)OC(C)(C)C)[CH:10]=2)=[CH:7][CH:6]=[CH:5][N:4]=1)#[N:2].C(OCC)(=O)C.[ClH:40], predict the reaction product. The product is: [ClH:40].[CH3:26][NH:25][CH2:24][C:11]1[CH:10]=[C:9]([C:8]2[C:3]([C:1]#[N:2])=[N:4][CH:5]=[CH:6][CH:7]=2)[N:13]([S:14]([C:17]2[CH:22]=[CH:21][CH:20]=[CH:19][C:18]=2[CH3:23])(=[O:16])=[O:15])[CH:12]=1. (7) The product is: [F:1][C:2]1[C:11]2[C:6](=[CH:7][CH:8]=[CH:9][CH:10]=2)[CH:5]=[C:4]([NH:12][C:13]2[O:14][C@:15]3([CH2:23][N:24]=2)[CH:20]2[CH2:19][CH2:18][N+:17]([O-:33])([CH2:22][CH2:21]2)[CH2:16]3)[N:3]=1. Given the reactants [F:1][C:2]1[C:11]2[C:6](=[CH:7][CH:8]=[CH:9][CH:10]=2)[CH:5]=[C:4]([NH:12][C:13]2[O:14][C@:15]3([CH2:23][N:24]=2)[CH:20]2[CH2:21][CH2:22][N:17]([CH2:18][CH2:19]2)[CH2:16]3)[N:3]=1.C1C=C(Cl)C=C(C(OO)=[O:33])C=1, predict the reaction product. (8) Given the reactants [NH2:1][C:2]1[CH:3]=[C:4]([OH:12])[C:5](=[CH:10][CH:11]=1)[C:6]([O:8][CH3:9])=[O:7].[Cl:13][C:14]1[C:15]([F:25])=[CH:16][C:17]([F:24])=[C:18]([S:20](Cl)(=[O:22])=[O:21])[CH:19]=1, predict the reaction product. The product is: [Cl:13][C:14]1[C:15]([F:25])=[CH:16][C:17]([F:24])=[C:18]([S:20]([NH:1][C:2]2[CH:11]=[CH:10][C:5]([C:6]([O:8][CH3:9])=[O:7])=[C:4]([OH:12])[CH:3]=2)(=[O:22])=[O:21])[CH:19]=1. (9) Given the reactants [C:1]([C:3]1[S:13][C:6]2[NH:7][C:8]([C:10]([OH:12])=O)=[CH:9][C:5]=2[CH:4]=1)#[N:2].Cl.[NH2:15][C@@H:16]([CH2:24][C:25]1[CH:30]=[CH:29][CH:28]=[CH:27][CH:26]=1)[C:17]([N:19]1[CH2:22][CH:21]([OH:23])[CH2:20]1)=[O:18], predict the reaction product. The product is: [CH2:24]([C@H:16]([NH:15][C:10]([C:8]1[NH:7][C:6]2[S:13][C:3]([C:1]#[N:2])=[CH:4][C:5]=2[CH:9]=1)=[O:12])[C:17]([N:19]1[CH2:22][CH:21]([OH:23])[CH2:20]1)=[O:18])[C:25]1[CH:30]=[CH:29][CH:28]=[CH:27][CH:26]=1. (10) Given the reactants [F:1][C:2]1[CH:3]=[C:4]2[C:9](=[CH:10][CH:11]=1)[N:8]=[C:7]([C:12]1[CH:17]=[CH:16][C:15]([C:18]([OH:21])([CH3:20])[CH3:19])=[CH:14][CH:13]=1)[NH:6][C:5]2=[O:22].[OH2:23].[C:24]1([CH3:34])C=CC(S(O)(=O)=O)=CC=1.O, predict the reaction product. The product is: [F:1][C:2]1[CH:3]=[C:4]2[C:9](=[CH:10][CH:11]=1)[N:8]=[C:7]([C:12]1[CH:13]=[CH:14][C:15]([C:18]([O:21][CH2:34][CH2:24][OH:23])([CH3:20])[CH3:19])=[CH:16][CH:17]=1)[NH:6][C:5]2=[O:22].